From a dataset of Reaction yield outcomes from USPTO patents with 853,638 reactions. Predict the reaction yield, written as a fraction of the theoretical maximum amount of product (1.0 means a 100% yield; for example, 0.34 means a 34% yield). (1) The reactants are [F:1][C:2]([F:13])([F:12])[O:3][C:4]1[CH:11]=[CH:10][C:7]([CH:8]=O)=[CH:6][CH:5]=1.[NH2:14][C:15]1[S:16][C:17]([CH3:20])=[CH:18][N:19]=1.C([O:23][C:24](=O)[C:25]([OH:38])=[CH:26][C:27]([C:29]1[CH:34]=[CH:33][C:32]([CH:35]([CH3:37])[CH3:36])=[CH:31][CH:30]=1)=[O:28])C. No catalyst specified. The product is [OH:38][C:25]1[C:24](=[O:23])[N:14]([C:15]2[S:16][C:17]([CH3:20])=[CH:18][N:19]=2)[CH:8]([C:7]2[CH:10]=[CH:11][C:4]([O:3][C:2]([F:13])([F:12])[F:1])=[CH:5][CH:6]=2)[C:26]=1[C:27](=[O:28])[C:29]1[CH:34]=[CH:33][C:32]([CH:35]([CH3:37])[CH3:36])=[CH:31][CH:30]=1. The yield is 0.280. (2) The reactants are [NH2:1][C:2]1[C:3]([C:9]([C:11]2[CH:16]=[CH:15][CH:14]=[C:13]([F:17])[CH:12]=2)=[O:10])=[N:4][CH:5]=[C:6]([Cl:8])[CH:7]=1.[CH:18]([O:21][C:22]1N=[CH:26][C:25]([S:28](Cl)(=[O:30])=[O:29])=[CH:24][CH:23]=1)([CH3:20])[CH3:19].N1C=CC=C[CH:33]=1. The catalyst is ClCCl. The product is [Cl:8][C:6]1[CH:7]=[C:2]([NH:1][S:28]([C:25]2[CH:26]=[CH:33][C:22]([O:21][CH:18]([CH3:20])[CH3:19])=[CH:23][CH:24]=2)(=[O:30])=[O:29])[C:3]([C:9](=[O:10])[C:11]2[CH:16]=[CH:15][CH:14]=[C:13]([F:17])[CH:12]=2)=[N:4][CH:5]=1. The yield is 0.260. (3) The catalyst is O.C(O)C. The reactants are [NH2:1][C:2]1[N:6]([C:7]2[CH:8]=[C:9]([CH:16]=[CH:17][C:18]=2[CH3:19])[C:10]([NH:12][CH:13]2[CH2:15][CH2:14]2)=[O:11])[N:5]=[CH:4][C:3]=1[C:20](=[O:29])C1C=CC=CC=1OC.[Li+].[OH-:31].Cl. The product is [NH2:1][C:2]1[N:6]([C:7]2[CH:8]=[C:9]([C:10](=[O:11])[NH:12][CH:13]3[CH2:14][CH2:15]3)[CH:16]=[CH:17][C:18]=2[CH3:19])[N:5]=[CH:4][C:3]=1[C:20]([OH:29])=[O:31]. The yield is 0.880. (4) The reactants are Cl[C:2](=[O:7])[C:3]([O:5][CH3:6])=[O:4].[NH2:8][C:9]1[CH:26]=[CH:25][C:12]([O:13][CH:14]2[CH2:19][CH2:18][CH:17]([C:20]([O:22][CH2:23][CH3:24])=[O:21])[CH2:16][CH2:15]2)=[CH:11][CH:10]=1.N1C=CC=CC=1. The catalyst is C(Cl)Cl. The product is [CH3:6][O:5][C:3](=[O:4])[C:2]([NH:8][C:9]1[CH:10]=[CH:11][C:12]([O:13][C@H:14]2[CH2:19][CH2:18][C@H:17]([C:20]([O:22][CH2:23][CH3:24])=[O:21])[CH2:16][CH2:15]2)=[CH:25][CH:26]=1)=[O:7]. The yield is 0.910. (5) The reactants are C[O:2][C:3]([C:5]1[C:10]([NH:11][C:12]2[CH:17]=[CH:16][C:15]([Br:18])=[CH:14][C:13]=2[F:19])=[C:9]([F:20])[C:8](=[O:21])[NH:7][CH:6]=1)=[O:4].C1COCC1.[Li+].[OH-].Cl. The catalyst is CO. The product is [Br:18][C:15]1[CH:16]=[CH:17][C:12]([NH:11][C:10]2[C:5]([C:3]([OH:4])=[O:2])=[CH:6][NH:7][C:8](=[O:21])[C:9]=2[F:20])=[C:13]([F:19])[CH:14]=1. The yield is 0.990.